Predict which catalyst facilitates the given reaction. From a dataset of Catalyst prediction with 721,799 reactions and 888 catalyst types from USPTO. (1) Reactant: [NH:1]1[C:10]2[C:5](=[CH:6][CH:7]=[C:8]([CH2:11][CH2:12][NH:13][C:14](=[O:20])[O:15][C:16]([CH3:19])([CH3:18])[CH3:17])[CH:9]=2)[CH2:4][CH2:3][CH2:2]1.C(=O)([O-])[O-].[Ca+2].[I:26](Cl)(=O)=O.I(Cl)(=O)=O.C([N+](C)(C)C)C1C=CC=CC=1. Product: [I:26][C:7]1[CH:6]=[C:5]2[C:10](=[CH:9][C:8]=1[CH2:11][CH2:12][NH:13][C:14](=[O:20])[O:15][C:16]([CH3:17])([CH3:19])[CH3:18])[NH:1][CH2:2][CH2:3][CH2:4]2. The catalyst class is: 98. (2) Product: [F:24][C:12]1([F:23])[CH:11]([CH2:10][CH2:9][OH:8])[C:16]2[CH:17]=[C:18]([C:20]([NH2:22])=[O:21])[S:19][C:15]=2[CH2:14][CH2:13]1. Reactant: [Si]([O:8][CH2:9][CH2:10][CH:11]1[C:16]2[CH:17]=[C:18]([C:20]([NH2:22])=[O:21])[S:19][C:15]=2[CH2:14][CH2:13][C:12]1([F:24])[F:23])(C(C)(C)C)(C)C.[F-].C([N+](CCCC)(CCCC)CCCC)CCC. The catalyst class is: 7. (3) Reactant: Cl[C:2]([O:4][CH:5]([CH3:7])[CH3:6])=[O:3].[NH:8]1[CH2:13][CH2:12][CH:11]([CH2:14][OH:15])[CH2:10][CH2:9]1.C(N(CC)CC)C. Product: [OH:15][CH2:14][CH:11]1[CH2:12][CH2:13][N:8]([C:2]([O:4][CH:5]([CH3:7])[CH3:6])=[O:3])[CH2:9][CH2:10]1. The catalyst class is: 2. (4) Reactant: [Cl:1][C:2]1[CH:3]=[C:4]([C:12]2[O:16][N:15]=[C:14]([C:17]3[CH:25]=[CH:24][C:23]([CH2:26][CH2:27]C(O)=O)=[C:22]4[C:18]=3[CH:19]=[CH:20][NH:21]4)[N:13]=2)[CH:5]=[N:6][C:7]=1[O:8][CH:9]([CH3:11])[CH3:10].[C:31](=[O:36])([O:34][CH3:35])OC.[CH2:37]1N2CCN(CC2)C1. Product: [Cl:1][C:2]1[CH:3]=[C:4]([C:12]2[O:16][N:15]=[C:14]([C:17]3[CH:25]=[CH:24][C:23]([CH2:26][CH2:27][C:31]([O:34][CH3:35])=[O:36])=[C:22]4[C:18]=3[CH:19]=[CH:20][N:21]4[CH3:37])[N:13]=2)[CH:5]=[N:6][C:7]=1[O:8][CH:9]([CH3:11])[CH3:10]. The catalyst class is: 3. (5) Reactant: [N:1]1([C:6]#[N:7])[CH2:5][CH2:4][CH2:3][CH2:2]1.[Cl:8][CH:9]([Cl:13])[C:10](Cl)=O.C(N(C(C)C)C(C)C)C.[CH3:23][N:24](C(OC(C)(C)C)=O)[NH2:25].FC(F)(F)C(O)=O. Product: [Cl:8][CH:9]([Cl:13])[C:10]1[N:24]([CH3:23])[N:25]=[C:6]([N:1]2[CH2:5][CH2:4][CH2:3][CH2:2]2)[N:7]=1. The catalyst class is: 2. (6) Reactant: C(C[N:5]1[C:9]([NH:10][C:11]([NH:13][C:14]2[CH:19]=[CH:18][CH:17]=[C:16](Cl)[C:15]=2Cl)=[O:12])=[CH:8][C:7]([C:22]([CH3:25])([CH3:24])[CH3:23])=N1)(O)=O.[OH-:26].[Na+].Cl.[CH3:29][CH2:30][OH:31]. Product: [C:22]([C:7]1[O:26][N:5]=[C:9]([NH:10][C:11]([NH:13][C:14]2[CH:15]=[CH:16][C:17]([O:31][C:30]3[CH:16]=[CH:15][C:14]([NH2:13])=[CH:19][CH:29]=3)=[CH:18][CH:19]=2)=[O:12])[CH:8]=1)([CH3:23])([CH3:24])[CH3:25]. The catalyst class is: 25.